This data is from CYP1A2 inhibition data for predicting drug metabolism from PubChem BioAssay. The task is: Regression/Classification. Given a drug SMILES string, predict its absorption, distribution, metabolism, or excretion properties. Task type varies by dataset: regression for continuous measurements (e.g., permeability, clearance, half-life) or binary classification for categorical outcomes (e.g., BBB penetration, CYP inhibition). Dataset: cyp1a2_veith. (1) The molecule is Cc1ccnn2cc3c(=O)n(C)c(=O)n(C)c3c12. The result is 1 (inhibitor). (2) The molecule is CC[C@H]1C2=C3C(CC[C@H]4C(OCc5ccc(F)cc5C(F)(F)F)OC[C@](C)([C@@H]34)N(C(=O)OC(C)(C)C)C2)C2COC(=O)OCC21. The result is 0 (non-inhibitor). (3) The drug is C[C@@H]1NCCc2cc(O)c(O)cc21. The result is 0 (non-inhibitor). (4) The drug is COCCn1c(=O)c(CCc2ccccc2)nc2cncnc21. The result is 1 (inhibitor). (5) The drug is O=C1CCC[C@H]2O[C@]12[C@@H](O)CCc1ccccc1. The result is 0 (non-inhibitor). (6) The compound is CN1CCC2(CC1)CCN(C(=O)c1cccc(F)c1)CC2. The result is 0 (non-inhibitor). (7) The compound is O=c1cc(-c2ccccc2)[nH]c2nc(Cl)ccc12. The result is 1 (inhibitor).